Dataset: CYP1A2 inhibition data for predicting drug metabolism from PubChem BioAssay. Task: Regression/Classification. Given a drug SMILES string, predict its absorption, distribution, metabolism, or excretion properties. Task type varies by dataset: regression for continuous measurements (e.g., permeability, clearance, half-life) or binary classification for categorical outcomes (e.g., BBB penetration, CYP inhibition). Dataset: cyp1a2_veith. (1) The compound is COc1ccc(-c2nn3cnnc3s2)cc1OC. The result is 1 (inhibitor). (2) The compound is N=c1ccn2c(n1)O[C@H]1[C@@H](OP(=O)(O)O)[C@H](CO)O[C@H]12. The result is 0 (non-inhibitor).